Dataset: NCI-60 drug combinations with 297,098 pairs across 59 cell lines. Task: Regression. Given two drug SMILES strings and cell line genomic features, predict the synergy score measuring deviation from expected non-interaction effect. (1) Drug 1: CN1CCC(CC1)COC2=C(C=C3C(=C2)N=CN=C3NC4=C(C=C(C=C4)Br)F)OC. Drug 2: CC(C)NC(=O)C1=CC=C(C=C1)CNNC.Cl. Cell line: SF-539. Synergy scores: CSS=-0.166, Synergy_ZIP=-1.23, Synergy_Bliss=-4.65, Synergy_Loewe=-18.6, Synergy_HSA=-4.65. (2) Drug 1: C1CCC(CC1)NC(=O)N(CCCl)N=O. Drug 2: C1CNP(=O)(OC1)N(CCCl)CCCl. Cell line: UO-31. Synergy scores: CSS=6.45, Synergy_ZIP=3.12, Synergy_Bliss=-1.36, Synergy_Loewe=-6.94, Synergy_HSA=-2.62. (3) Drug 1: C1CCC(CC1)NC(=O)N(CCCl)N=O. Drug 2: C1CCC(C(C1)N)N.C(=O)(C(=O)[O-])[O-].[Pt+4]. Cell line: HCC-2998. Synergy scores: CSS=14.3, Synergy_ZIP=-6.46, Synergy_Bliss=-4.71, Synergy_Loewe=-16.9, Synergy_HSA=-5.08.